Dataset: Forward reaction prediction with 1.9M reactions from USPTO patents (1976-2016). Task: Predict the product of the given reaction. Given the reactants [F:1][C:2]([F:7])([F:6])[C:3]([OH:5])=[O:4].[C:8]1([N:14]2[C:18]3=[N:19][CH:20]=[N:21][C:22]([NH:23]/[N:24]=[CH:25]/[C:26]4[CH:27]=[CH:28][C:29]([NH:32]C(=O)OC(C)(C)C)=[N:30][CH:31]=4)=[C:17]3[CH:16]=[N:15]2)[CH:13]=[CH:12][CH:11]=[CH:10][CH:9]=1, predict the reaction product. The product is: [F:1][C:2]([F:7])([F:6])[C:3]([OH:5])=[O:4].[C:8]1([N:14]2[C:18]3=[N:19][CH:20]=[N:21][C:22]([NH:23][N:24]=[CH:25][C:26]4[CH:27]=[CH:28][C:29]([NH2:32])=[N:30][CH:31]=4)=[C:17]3[CH:16]=[N:15]2)[CH:9]=[CH:10][CH:11]=[CH:12][CH:13]=1.